Task: Binary Classification. Given a miRNA mature sequence and a target amino acid sequence, predict their likelihood of interaction.. Dataset: Experimentally validated miRNA-target interactions with 360,000+ pairs, plus equal number of negative samples The miRNA is mmu-miR-30e-5p with sequence UGUAAACAUCCUUGACUGGAAG. The protein sequence of the target gene is MEPPRGPPVSGAEPSRAVGTVKVYLPNKQRTVVTVREGMSVYDSLDKALKVRGLNQDCCVVYRLIKGRKTVTAWDTAIAPLDGEELIVEVLEDVPLTMHNFVRKTFFSLAFCDFCLKFLFHGFRCQTCGYKFHQHCSSKVPTVCVDMSTNRRQFYHSIQDLSGGSRQQEAPSNLSVNELLTPQGPSPFTQQRDQEHFSFPAPANPPLQRIRSTSTPNVHMVSTTAPMDSSLMQFTAQSFSTDAAGRGGDGAPRGSPSPASVSSGRKSPHSKLPSEQRERKSLADEKKKVKNLGYRDSGYY.... Result: 1 (interaction).